Dataset: Forward reaction prediction with 1.9M reactions from USPTO patents (1976-2016). Task: Predict the product of the given reaction. (1) Given the reactants [F:1][C:2]1[CH:22]=[C:21]([S:23]([CH3:26])(=[O:25])=[O:24])[CH:20]=[CH:19][C:3]=1[O:4][C:5]1[C:10]([CH3:11])=[C:9]([O:12][CH:13]2[CH2:18][CH2:17][NH:16][CH2:15][CH2:14]2)[N:8]=[CH:7][N:6]=1.[N:27]1[CH:32]=[CH:31][CH:30]=[C:29]([CH2:33][CH2:34]OS(C2C=CC(C)=CC=2)(=O)=O)[CH:28]=1.C(N(CC)CC)C, predict the reaction product. The product is: [F:1][C:2]1[CH:22]=[C:21]([S:23]([CH3:26])(=[O:24])=[O:25])[CH:20]=[CH:19][C:3]=1[O:4][C:5]1[C:10]([CH3:11])=[C:9]([O:12][CH:13]2[CH2:18][CH2:17][N:16]([CH2:34][CH2:33][C:29]3[CH:28]=[N:27][CH:32]=[CH:31][CH:30]=3)[CH2:15][CH2:14]2)[N:8]=[CH:7][N:6]=1. (2) Given the reactants [CH3:1][C:2]([CH3:21])([CH3:20])[CH2:3][O:4][C:5]([C:7]1[CH:12]=[CH:11][C:10]([C:13]([F:16])([F:15])[F:14])=[CH:9][C:8]=1B(O)O)=[O:6].[CH2:22]([C@@H:29]1[C@@H:38]([OH:39])[C:37]2[C:32](=[CH:33][C:34](Br)=[CH:35][CH:36]=2)[O:31][CH2:30]1)[C:23]1[CH:28]=[CH:27][CH:26]=[CH:25][CH:24]=1.C(=O)([O-])[O-].[Na+].[Na+], predict the reaction product. The product is: [CH3:1][C:2]([CH3:21])([CH3:20])[CH2:3][O:4][C:5](=[O:6])[C:7]1[CH:12]=[CH:11][C:10]([C:13]([F:16])([F:15])[F:14])=[CH:9][C:8]=1[C:34]1[CH:33]=[C:32]2[C:37]([C@H:38]([OH:39])[C@@H:29]([CH2:22][C:23]3[CH:28]=[CH:27][CH:26]=[CH:25][CH:24]=3)[CH2:30][O:31]2)=[CH:36][CH:35]=1.